Predict which catalyst facilitates the given reaction. From a dataset of Catalyst prediction with 721,799 reactions and 888 catalyst types from USPTO. (1) Product: [C:1]([O:5][C:6](=[O:7])[NH:8][CH2:9][C:10]1[CH:45]=[CH:44][C:13]2[N:14]([CH2:33][CH2:34][CH2:35][CH2:36][OH:37])[C:15]([CH2:17][N:18]3[C:27]4[C:22](=[CH:23][CH:24]=[CH:25][CH:26]=4)[C:21](=[O:28])[N:20]([CH:29]4[CH2:31][CH2:30]4)[C:19]3=[O:32])=[N:16][C:12]=2[CH:11]=1)([CH3:4])([CH3:2])[CH3:3]. Reactant: [C:1]([O:5][C:6]([NH:8][CH2:9][C:10]1[CH:45]=[CH:44][C:13]2[N:14]([CH2:33][CH2:34][CH2:35][CH2:36][O:37]C(=O)C(C)(C)C)[C:15]([CH2:17][N:18]3[C:27]4[C:22](=[CH:23][CH:24]=[CH:25][CH:26]=4)[C:21](=[O:28])[N:20]([CH:29]4[CH2:31][CH2:30]4)[C:19]3=[O:32])=[N:16][C:12]=2[CH:11]=1)=[O:7])([CH3:4])([CH3:3])[CH3:2].[OH-].[Na+].Cl. The catalyst class is: 24. (2) Reactant: [Br:1][C:2]1[CH:3]=[CH:4][C:5]([N+:15]([O-])=O)=[C:6]([NH:8][CH:9]2[CH2:14][CH2:13][O:12][CH2:11][CH2:10]2)[CH:7]=1.[CH:18](O)=O. Product: [Br:1][C:2]1[CH:3]=[CH:4][C:5]2[N:15]=[CH:18][N:8]([CH:9]3[CH2:14][CH2:13][O:12][CH2:11][CH2:10]3)[C:6]=2[CH:7]=1. The catalyst class is: 415. (3) Reactant: N1CCCCC1.FC(F)OC1C=C(C=CC=1OC(F)F)C=O.C(CC(N[C:30]1[CH:38]=[CH:37][C:36]([Br:39])=[CH:35][C:31]=1[C:32]([OH:34])=[O:33])=O)(O)=O. Product: [Br:39][C:36]1[CH:37]=[CH:38][CH:30]=[C:31]([CH:35]=1)[C:32]([OH:34])=[O:33]. The catalyst class is: 11. (4) Reactant: [NH2:1][C:2]1[N:6]([C:7]2[CH:12]=[CH:11][CH:10]=[C:9]([Cl:13])[C:8]=2[F:14])[N:5]=C[C:3]=1[C:15]([O:17]CC)=[O:16].C(O[N:26]=O)CC(C)C.[OH-].[Na+].CO. Product: [NH2:1][C:2]1[N:6]([C:7]2[CH:12]=[CH:11][CH:10]=[C:9]([Cl:13])[C:8]=2[F:14])[N:5]=[N:26][C:3]=1[C:15]([OH:17])=[O:16]. The catalyst class is: 20. (5) Reactant: [CH2:1]([C:4]1[CH:9]=[CH:8][C:7]([OH:10])=[CH:6][CH:5]=1)[CH2:2][CH3:3].[N+:11]([O-])([OH:13])=[O:12]. Product: [CH2:1]([C:4]1[CH:9]=[CH:8][C:7]([OH:10])=[C:6]([N+:11]([O-:13])=[O:12])[CH:5]=1)[CH2:2][CH3:3]. The catalyst class is: 15. (6) Reactant: [F:1][C:2]([CH3:19])([CH2:5][N:6]1[C:10]([C:11]2[CH:16]=[CH:15][C:14]([F:17])=[CH:13][CH:12]=2)=[CH:9][C:8]([CH3:18])=[N:7]1)[CH2:3][OH:4].C1C(=O)N([Br:27])C(=O)C1.O. Product: [Br:27][C:9]1[C:8]([CH3:18])=[N:7][N:6]([CH2:5][C:2]([F:1])([CH3:19])[CH2:3][OH:4])[C:10]=1[C:11]1[CH:16]=[CH:15][C:14]([F:17])=[CH:13][CH:12]=1. The catalyst class is: 10. (7) Reactant: [C:1]([O:5][C@@H:6]([C:12]1[C:13]([CH3:27])=[N:14][C:15]2[N:16]([N:19]=[C:20]([C:22]([O:24][CH2:25][CH3:26])=[O:23])[CH:21]=2)[C:17]=1I)[C:7]([O:9][CH2:10][CH3:11])=[O:8])([CH3:4])([CH3:3])[CH3:2].[CH3:28][C:29]1([CH3:38])[CH2:34][CH2:33][C:32](B(O)O)=[CH:31][CH2:30]1.C([O-])([O-])=O.[Na+].[Na+]. Product: [C:1]([O:5][C@@H:6]([C:12]1[C:13]([CH3:27])=[N:14][C:15]2[N:16]([N:19]=[C:20]([C:22]([O:24][CH2:25][CH3:26])=[O:23])[CH:21]=2)[C:17]=1[C:32]1[CH2:33][CH2:34][C:29]([CH3:38])([CH3:28])[CH2:30][CH:31]=1)[C:7]([O:9][CH2:10][CH3:11])=[O:8])([CH3:4])([CH3:3])[CH3:2]. The catalyst class is: 128. (8) Reactant: C(OC(=O)[NH:7][C:8]1[CH:13]=[C:12]([O:14][CH2:15][C:16]([F:19])([F:18])[F:17])[C:11]([C:20]([F:23])([F:22])[F:21])=[CH:10][C:9]=1[NH:24][C:25](=[O:42])[CH2:26][C:27]([C:29]1[CH:34]=[CH:33][CH:32]=[C:31]([C:35]2[CH:36]=[N:37][C:38]([CH3:41])=[CH:39][CH:40]=2)[CH:30]=1)=O)(C)(C)C.C(O)(C(F)(F)F)=O. Product: [CH3:41][C:38]1[N:37]=[CH:36][C:35]([C:31]2[CH:30]=[C:29]([C:27]3[CH2:26][C:25](=[O:42])[NH:24][C:9]4[CH:10]=[C:11]([C:20]([F:22])([F:23])[F:21])[C:12]([O:14][CH2:15][C:16]([F:17])([F:18])[F:19])=[CH:13][C:8]=4[N:7]=3)[CH:34]=[CH:33][CH:32]=2)=[CH:40][CH:39]=1. The catalyst class is: 2.